From a dataset of Forward reaction prediction with 1.9M reactions from USPTO patents (1976-2016). Predict the product of the given reaction. (1) Given the reactants Br[C:2]1[S:10][C:9]2[C:4](=[N:5][CH:6]=[CH:7][C:8]=2[O:11][C:12]2[CH:17]=[CH:16][C:15]([N+:18]([O-:20])=[O:19])=[CH:14][C:13]=2[F:21])[CH:3]=1.[Cl:22][CH2:23][CH2:24][CH2:25][O:26][C:27]1[CH:28]=[C:29](B2OC(C)(C)C(C)(C)O2)[CH:30]=[CH:31][CH:32]=1.[F-].[Cs+].C(=O)(O)[O-].[Na+], predict the reaction product. The product is: [Cl:22][CH2:23][CH2:24][CH2:25][O:26][C:27]1[CH:32]=[C:31]([C:2]2[S:10][C:9]3[C:4](=[N:5][CH:6]=[CH:7][C:8]=3[O:11][C:12]3[CH:17]=[CH:16][C:15]([N+:18]([O-:20])=[O:19])=[CH:14][C:13]=3[F:21])[CH:3]=2)[CH:30]=[CH:29][CH:28]=1. (2) Given the reactants C([O:4][C:5]1[CH:10]=[C:9]([C:11]#[N:12])[C:8](Br)=[C:7]([C:14]#[N:15])[C:6]=1[O:16]C(=O)C)(=O)C.[CH2:20]([N:23]([CH2:35][CH2:36][CH3:37])[C:24]([C:26]1[CH:31]=[CH:30][C:29](B(O)O)=[CH:28][CH:27]=1)=[O:25])[CH2:21][CH3:22], predict the reaction product. The product is: [C:14]([C:7]1[C:6]([OH:16])=[C:5]([OH:4])[CH:10]=[C:9]([C:11]#[N:12])[C:8]=1[C:29]1[CH:30]=[CH:31][C:26]([C:24]([N:23]([CH2:35][CH2:36][CH3:37])[CH2:20][CH2:21][CH3:22])=[O:25])=[CH:27][CH:28]=1)#[N:15]. (3) Given the reactants [NH2:1][CH:2]1[CH2:7][CH2:6][N:5]([C:8]([O:10][C:11]([CH3:14])([CH3:13])[CH3:12])=[O:9])[CH2:4][CH2:3]1.[NH2:15][C:16]1[NH:17][C:18](=O)[C:19]2[N:25]=[C:24]([C:26]3[CH:31]=[CH:30][C:29]([F:32])=[CH:28][CH:27]=3)[CH:23]=[CH:22][C:20]=2[N:21]=1, predict the reaction product. The product is: [NH2:15][C:16]1[N:17]=[C:18]([NH:1][CH:2]2[CH2:3][CH2:4][N:5]([C:8]([O:10][C:11]([CH3:14])([CH3:13])[CH3:12])=[O:9])[CH2:6][CH2:7]2)[C:19]2[N:25]=[C:24]([C:26]3[CH:31]=[CH:30][C:29]([F:32])=[CH:28][CH:27]=3)[CH:23]=[CH:22][C:20]=2[N:21]=1.